Dataset: Full USPTO retrosynthesis dataset with 1.9M reactions from patents (1976-2016). Task: Predict the reactants needed to synthesize the given product. (1) Given the product [C:74]([O:73][C:71]([N:67]1[C:68]2[C:64](=[CH:63][C:62]([NH:1][C:2]3[CH:14]=[C:13]([C:15]4[CH:16]=[CH:17][CH:18]=[CH:19][CH:20]=4)[CH:12]=[CH:11][C:3]=3[C:4]([O:6][C:7]([CH3:10])([CH3:9])[CH3:8])=[O:5])=[CH:70][CH:69]=2)[CH:65]=[CH:66]1)=[O:72])([CH3:77])([CH3:75])[CH3:76], predict the reactants needed to synthesize it. The reactants are: [NH2:1][C:2]1[CH:14]=[C:13]([C:15]2[CH:20]=[CH:19][CH:18]=[CH:17][CH:16]=2)[CH:12]=[CH:11][C:3]=1[C:4]([O:6][C:7]([CH3:10])([CH3:9])[CH3:8])=[O:5].C1(P(C2CCCCC2)C2C=CC=CC=2C2C(C(C)C)=CC(C(C)C)=CC=2C(C)C)CCCCC1.C(=O)([O-])[O-].[Cs+].[Cs+].Br[C:62]1[CH:63]=[C:64]2[C:68](=[CH:69][CH:70]=1)[N:67]([C:71]([O:73][C:74]([CH3:77])([CH3:76])[CH3:75])=[O:72])[CH:66]=[CH:65]2. (2) Given the product [NH2:29][C:27]1[C:28]2[C:20]([C:13]3[CH:14]=[CH:15][C:10]([CH2:9][NH:8][C:6](=[O:7])[O:5][C:1]([CH3:4])([CH3:3])[CH3:2])=[CH:11][CH:12]=3)=[CH:21][N:22]([S:30]([C:33]3[CH:38]=[CH:37][CH:36]=[CH:35][CH:34]=3)(=[O:32])=[O:31])[C:23]=2[N:24]=[CH:25][N:26]=1, predict the reactants needed to synthesize it. The reactants are: [C:1]([O:5][C:6]([NH:8][CH2:9][C:10]1[CH:15]=[CH:14][C:13](B(O)O)=[CH:12][CH:11]=1)=[O:7])([CH3:4])([CH3:3])[CH3:2].I[C:20]1[C:28]2[C:27]([NH2:29])=[N:26][CH:25]=[N:24][C:23]=2[N:22]([S:30]([C:33]2[CH:38]=[CH:37][CH:36]=[CH:35][CH:34]=2)(=[O:32])=[O:31])[CH:21]=1.C([O-])([O-])=O.[K+].[K+]. (3) Given the product [NH:3]1[C:7]2[CH:8]=[CH:9][CH:10]=[CH:11][C:6]=2[N:5]=[C:4]1[CH:12]([NH2:23])[CH2:13][C:14]1[CH:19]=[CH:18][C:17]([CH:20]([F:22])[F:21])=[CH:16][CH:15]=1, predict the reactants needed to synthesize it. The reactants are: N#N.[NH:3]1[C:7]2[CH:8]=[CH:9][CH:10]=[CH:11][C:6]=2[N:5]=[C:4]1[CH:12]([NH:23]C(=O)OC(C)(C)C)[CH2:13][C:14]1[CH:19]=[CH:18][C:17]([CH:20]([F:22])[F:21])=[CH:16][CH:15]=1.Cl. (4) Given the product [Cl:25][C:22]1[CH:23]=[CH:24][C:19]([C@H:8]2[C@H:9]([O:15]/[CH:16]=[CH:17]/[CH3:18])[C@@H:10]([O:11]/[CH:12]=[CH:13]/[CH3:14])[C@H:5]([O:4]/[CH:1]=[CH:2]/[CH3:3])[C@@H:6]([CH2:36][O:37]/[CH:38]=[CH:39]/[CH3:40])[NH:7]2)=[CH:20][C:21]=1[CH2:26][C:27]1[CH:28]=[CH:29][C:30]([O:33][CH2:34][CH3:35])=[CH:31][CH:32]=1, predict the reactants needed to synthesize it. The reactants are: [CH2:1]([O:4][C@H:5]1[C@H:10]([O:11][CH2:12][CH:13]=[CH2:14])[C@@H:9]([O:15][CH2:16][CH:17]=[CH2:18])[C@H:8]([C:19]2[CH:24]=[CH:23][C:22]([Cl:25])=[C:21]([CH2:26][C:27]3[CH:32]=[CH:31][C:30]([O:33][CH2:34][CH3:35])=[CH:29][CH:28]=3)[CH:20]=2)[NH:7][C@@H:6]1[CH2:36][O:37][CH2:38][CH:39]=[CH2:40])[CH:2]=[CH2:3]. (5) Given the product [F:21][C:20]1[CH:19]=[C:18]([F:22])[CH:17]=[C:16]([F:23])[C:15]=1[CH:14]1[C:13](=[O:24])[NH:12][C:11]2[CH:10]=[CH:9][N:8]=[N:7][C:6]=2[C:4]1=[O:5], predict the reactants needed to synthesize it. The reactants are: C(O[C:4]([C:6]1[N:7]=[N:8][CH:9]=[CH:10][C:11]=1[NH:12][C:13](=[O:24])[CH2:14][C:15]1[C:20]([F:21])=[CH:19][C:18]([F:22])=[CH:17][C:16]=1[F:23])=[O:5])C.C(=O)([O-])[O-].[K+].[K+].